Dataset: Full USPTO retrosynthesis dataset with 1.9M reactions from patents (1976-2016). Task: Predict the reactants needed to synthesize the given product. (1) Given the product [Cl:1][C:2]1[CH:7]=[C:6]([F:8])[CH:5]=[CH:4][C:3]=1[CH2:9][NH:10][C:11](=[O:18])[CH2:12][C:13]1[CH:17]=[N:16][N:15]([C:32]2[CH:37]=[CH:36][CH:35]=[C:34]([O:38][CH2:39][CH3:40])[N:33]=2)[CH:14]=1, predict the reactants needed to synthesize it. The reactants are: [Cl:1][C:2]1[CH:7]=[C:6]([F:8])[CH:5]=[CH:4][C:3]=1[CH2:9][NH:10][C:11](=[O:18])[CH2:12][C:13]1[CH:14]=[N:15][NH:16][CH:17]=1.C(=O)([O-])[O-].[K+].[K+].CNCCNC.Br[C:32]1[CH:37]=[CH:36][CH:35]=[C:34]([O:38][CH2:39][CH3:40])[N:33]=1. (2) Given the product [Br:1][C:2]1[CH:18]=[CH:17][C:5]([O:6][C:7]2[CH:8]=[C:9]([CH2:13][C:14]([OH:16])=[O:15])[CH:10]=[CH:11][CH:12]=2)=[C:4]([CH2:19][NH:29][CH2:28][CH2:27][C:21]2[CH:26]=[CH:25][CH:24]=[CH:23][CH:22]=2)[CH:3]=1, predict the reactants needed to synthesize it. The reactants are: [Br:1][C:2]1[CH:18]=[CH:17][C:5]([O:6][C:7]2[CH:8]=[C:9]([CH2:13][C:14]([OH:16])=[O:15])[CH:10]=[CH:11][CH:12]=2)=[C:4]([CH:19]=O)[CH:3]=1.[C:21]1([CH2:27][CH2:28][NH2:29])[CH:26]=[CH:25][CH:24]=[CH:23][CH:22]=1.C([BH3-])#N.[Na+]. (3) Given the product [CH3:6][NH:7][CH2:8][CH2:9][CH2:10][O:11][C:12]1[CH:21]=[C:20]2[C:15]([C:16]([C:22]3[C:26]([C:27]4[CH:32]=[CH:31][CH:30]=[CH:29][N:28]=4)=[N:25][N:24]4[CH2:33][CH2:34][CH2:35][C:23]=34)=[CH:17][CH:18]=[N:19]2)=[CH:14][CH:13]=1, predict the reactants needed to synthesize it. The reactants are: C(O[C:6](=O)[N:7](C)[CH2:8][CH2:9][CH2:10][O:11][C:12]1[CH:21]=[C:20]2[C:15]([C:16]([C:22]3[C:26]([C:27]4[CH:32]=[CH:31][CH:30]=[CH:29][N:28]=4)=[N:25][N:24]4[CH2:33][CH2:34][CH2:35][C:23]=34)=[CH:17][CH:18]=[N:19]2)=[CH:14][CH:13]=1)(C)(C)C. (4) Given the product [CH3:1][C:2]1([CH3:12])[C:6]2[C:7]([O:11][C:14]3[N:19]=[CH:18][C:17]([N+:20]([O-:22])=[O:21])=[CH:16][N:15]=3)=[CH:8][CH:9]=[CH:10][C:5]=2[O:4][CH2:3]1, predict the reactants needed to synthesize it. The reactants are: [CH3:1][C:2]1([CH3:12])[C:6]2=[C:7]([OH:11])[CH:8]=[CH:9][CH:10]=[C:5]2[O:4][CH2:3]1.Cl[C:14]1[N:19]=[CH:18][C:17]([N+:20]([O-:22])=[O:21])=[CH:16][N:15]=1. (5) Given the product [Br:3][C:4]1[S:5][C:6]([C:9]2([CH3:10])[O:17][CH2:18][CH2:19][O:11]2)=[CH:7][N:8]=1, predict the reactants needed to synthesize it. The reactants are: N#N.[Br:3][C:4]1[S:5][C:6]([C:9](=[O:11])[CH3:10])=[CH:7][N:8]=1.COC([O:17][CH3:18])OC.[C:19]([O-])(O)=O.[Na+]. (6) Given the product [C@@H:1]1([C:12]2[CH:17]=[CH:16][C:15]([Cl:18])=[C:14]([CH2:19][C:20]3[S:21][C:22]([C:25]4[N:29]=[N:28][N:27]([CH3:32])[N:26]=4)=[CH:23][CH:24]=3)[CH:13]=2)[O:9][C@H:8]([CH2:10][OH:11])[C@@H:6]([OH:7])[C@H:4]([OH:5])[C@H:2]1[OH:3], predict the reactants needed to synthesize it. The reactants are: [C@@H:1]1([C:12]2[CH:17]=[CH:16][C:15]([Cl:18])=[C:14]([CH2:19][C:20]3[S:21][C:22]([C:25]4[NH:29][N:28]=[N:27][N:26]=4)=[CH:23][CH:24]=3)[CH:13]=2)[O:9][C@H:8]([CH2:10][OH:11])[C@@H:6]([OH:7])[C@H:4]([OH:5])[C@H:2]1[OH:3].CI.[C:32](=O)([O-])[O-].[K+].[K+].O. (7) Given the product [Br:1][C:2]1[CH:3]=[CH:4][C:5]([C:8]([O:11][Si:20]([C:23]([CH3:26])([CH3:25])[CH3:24])([CH3:22])[CH3:21])([CH3:9])[CH3:10])=[N:6][CH:7]=1, predict the reactants needed to synthesize it. The reactants are: [Br:1][C:2]1[CH:3]=[CH:4][C:5]([C:8]([OH:11])([CH3:10])[CH3:9])=[N:6][CH:7]=1.N1C(C)=CC=CC=1C.[Si:20](OS(C(F)(F)F)(=O)=O)([C:23]([CH3:26])([CH3:25])[CH3:24])([CH3:22])[CH3:21]. (8) Given the product [Cl:1][C:2]1[N:11]=[CH:10][C:9]2[N:8]([CH2:12][C:13]([NH:44][C:45]3[CH:50]=[CH:49][N:48]=[CH:47][CH:46]=3)=[O:15])[CH2:7][C@@H:6]3[CH2:16][O:17][CH2:18][CH2:19][N:5]3[C:4]=2[N:3]=1, predict the reactants needed to synthesize it. The reactants are: [Cl:1][C:2]1[N:11]=[CH:10][C:9]2[N:8]([CH2:12][C:13]([OH:15])=O)[CH2:7][C@@H:6]3[CH2:16][O:17][CH2:18][CH2:19][N:5]3[C:4]=2[N:3]=1.CN(C(ON1N=NC2C=CC=NC1=2)=[N+](C)C)C.F[P-](F)(F)(F)(F)F.[NH2:44][C:45]1[CH:50]=[CH:49][N:48]=[CH:47][CH:46]=1.C(N(CC)CC)C.